This data is from NCI-60 drug combinations with 297,098 pairs across 59 cell lines. The task is: Regression. Given two drug SMILES strings and cell line genomic features, predict the synergy score measuring deviation from expected non-interaction effect. (1) Drug 1: CC12CCC(CC1=CCC3C2CCC4(C3CC=C4C5=CN=CC=C5)C)O. Drug 2: C1CN1P(=S)(N2CC2)N3CC3. Cell line: HCT-15. Synergy scores: CSS=5.74, Synergy_ZIP=-5.43, Synergy_Bliss=-6.48, Synergy_Loewe=-7.30, Synergy_HSA=-7.35. (2) Drug 1: C1CCC(C1)C(CC#N)N2C=C(C=N2)C3=C4C=CNC4=NC=N3. Drug 2: CC12CCC(CC1=CCC3C2CCC4(C3CC=C4C5=CN=CC=C5)C)O. Cell line: NCI-H460. Synergy scores: CSS=5.50, Synergy_ZIP=1.45, Synergy_Bliss=5.56, Synergy_Loewe=3.29, Synergy_HSA=4.09.